This data is from Forward reaction prediction with 1.9M reactions from USPTO patents (1976-2016). The task is: Predict the product of the given reaction. (1) Given the reactants [F:1][C:2]([F:18])([F:17])[O:3][C:4]1[CH:16]=[CH:15][C:7]([O:8][CH:9]2[CH2:14][CH2:13][NH:12][CH2:11][CH2:10]2)=[CH:6][CH:5]=1.[C:19]1(=O)[CH2:24][CH2:23][C:22](=[O:25])[CH2:21][CH2:20]1.C(N(CC)CC)C.[C:34]1([CH3:44])[CH:39]=[CH:38][C:37]([S:40]([OH:43])(=[O:42])=[O:41])=[CH:36][CH:35]=1, predict the reaction product. The product is: [C:34]1([CH3:44])[CH:35]=[CH:36][C:37]([S:40]([OH:43])(=[O:41])=[O:42])=[CH:38][CH:39]=1.[OH:25][C:22]1[CH:23]=[CH:24][C:19]([N:12]2[CH2:11][CH2:10][CH:9]([O:8][C:7]3[CH:15]=[CH:16][C:4]([O:3][C:2]([F:1])([F:17])[F:18])=[CH:5][CH:6]=3)[CH2:14][CH2:13]2)=[CH:20][CH:21]=1. (2) The product is: [CH2:24]([O:26][C:27]([C:29]1[CH:34]=[C:33]([CH2:35][O:23][C:4]2[CH:5]=[CH:6][C:7]([CH:8]([CH3:22])[C:9]([OH:21])([C:14]3[CH:19]=[CH:18][N:17]=[C:16]([CH3:20])[CH:15]=3)[C:10]([F:13])([F:11])[F:12])=[C:2]([Cl:1])[CH:3]=2)[CH:32]=[CH:31][N:30]=1)=[O:28])[CH3:25]. Given the reactants [Cl:1][C:2]1[CH:3]=[C:4]([OH:23])[CH:5]=[CH:6][C:7]=1[CH:8]([CH3:22])[C:9]([OH:21])([C:14]1[CH:19]=[CH:18][N:17]=[C:16]([CH3:20])[CH:15]=1)[C:10]([F:13])([F:12])[F:11].[CH2:24]([O:26][C:27]([C:29]1[CH:34]=[C:33]([CH2:35]Br)[CH:32]=[CH:31][N:30]=1)=[O:28])[CH3:25], predict the reaction product. (3) Given the reactants [O:1]1[CH2:5][CH2:4][CH2:3][CH:2]1[C:6]([OH:8])=O.[CH2:9]([NH:13][CH2:14][CH2:15][CH2:16][CH3:17])[CH2:10][CH2:11][CH3:12].[PH2]([O-])=O.[Na+].[OH-].[K+].C([N-]CCCC)CCC, predict the reaction product. The product is: [CH2:9]([N:13]([CH2:14][CH2:15][CH2:16][CH3:17])[C:6]([CH:2]1[CH2:3][CH2:4][CH2:5][O:1]1)=[O:8])[CH2:10][CH2:11][CH3:12]. (4) Given the reactants Cl[C:2]1[N:3]=[CH:4][C:5]2[C:10]([CH:11]=1)=[C:9]([C:12]1[CH:13]=[N:14][N:15]([CH3:17])[CH:16]=1)[CH:8]=[CH:7][CH:6]=2.[CH3:18][O:19][C:20]1[CH:26]=[C:25]([O:27][CH:28]2[CH2:33][CH2:32][N:31]([CH3:34])[CH2:30][CH2:29]2)[CH:24]=[CH:23][C:21]=1[NH2:22], predict the reaction product. The product is: [CH3:18][O:19][C:20]1[CH:26]=[C:25]([O:27][CH:28]2[CH2:33][CH2:32][N:31]([CH3:34])[CH2:30][CH2:29]2)[CH:24]=[CH:23][C:21]=1[NH:22][C:2]1[N:3]=[CH:4][C:5]2[C:10]([CH:11]=1)=[C:9]([C:12]1[CH:13]=[N:14][N:15]([CH3:17])[CH:16]=1)[CH:8]=[CH:7][CH:6]=2. (5) Given the reactants [CH:1]([N:4]([CH:26]([CH3:28])[CH3:27])[C:5](=[O:25])[CH:6]([C:19]1[CH:20]=[N:21][CH:22]=[CH:23][CH:24]=1)[CH:7]([C:13]1[CH:18]=[CH:17][CH:16]=[CH:15][CH:14]=1)[CH2:8][C:9]([O:11]C)=[O:10])([CH3:3])[CH3:2].O.[OH-].[Na+].Cl, predict the reaction product. The product is: [CH:26]([N:4]([CH:1]([CH3:3])[CH3:2])[C:5](=[O:25])[CH:6]([C:19]1[CH:20]=[N:21][CH:22]=[CH:23][CH:24]=1)[CH:7]([C:13]1[CH:18]=[CH:17][CH:16]=[CH:15][CH:14]=1)[CH2:8][C:9]([OH:11])=[O:10])([CH3:27])[CH3:28].